This data is from Full USPTO retrosynthesis dataset with 1.9M reactions from patents (1976-2016). The task is: Predict the reactants needed to synthesize the given product. Given the product [CH:14]([N:12]([CH3:13])[C:11]1[C:2]([C:28]2[CH:29]=[C:30]3[C:25](=[CH:26][CH:27]=2)[NH:24][CH:23]=[C:22]3[CH3:21])=[N:3][C:4]2[C:9]([N:10]=1)=[CH:8][C:7]([C:17]([O:19][CH3:20])=[O:18])=[CH:6][CH:5]=2)([CH3:16])[CH3:15], predict the reactants needed to synthesize it. The reactants are: Cl[C:2]1[C:11]([N:12]([CH:14]([CH3:16])[CH3:15])[CH3:13])=[N:10][C:9]2[C:4](=[CH:5][CH:6]=[C:7]([C:17]([O:19][CH3:20])=[O:18])[CH:8]=2)[N:3]=1.[CH3:21][C:22]1[C:30]2[C:25](=[CH:26][CH:27]=[C:28](B3OC(C)(C)C(C)(C)O3)[CH:29]=2)[NH:24][CH:23]=1.C([O-])([O-])=O.[K+].[K+].O.